The task is: Predict the reactants needed to synthesize the given product.. This data is from Full USPTO retrosynthesis dataset with 1.9M reactions from patents (1976-2016). (1) The reactants are: [CH2:1]([O:3][C:4]([C@H:6]1[CH2:8][C@@H:7]1[C:9]1[CH:14]=[CH:13][C:12]([O:15][C@H:16]2[C:24]3[C:19](=[C:20]([C:29]4[CH:34]=[CH:33][C:32]([OH:35])=[CH:31][CH:30]=4)[C:21]([C:25]([F:28])([F:27])[F:26])=[CH:22][CH:23]=3)[CH2:18][CH2:17]2)=[CH:11][CH:10]=1)=[O:5])[CH3:2].[O:36]1[C:38]2([CH2:43][CH2:42][O:41][CH2:40][CH2:39]2)[CH2:37]1.C(=O)([O-])[O-].[Cs+].[Cs+].Cl. Given the product [CH2:1]([O:3][C:4]([C@H:6]1[CH2:8][C@@H:7]1[C:9]1[CH:10]=[CH:11][C:12]([O:15][C@H:16]2[C:24]3[C:19](=[C:20]([C:29]4[CH:34]=[CH:33][C:32]([O:35][CH2:37][C:38]5([OH:36])[CH2:43][CH2:42][O:41][CH2:40][CH2:39]5)=[CH:31][CH:30]=4)[C:21]([C:25]([F:26])([F:27])[F:28])=[CH:22][CH:23]=3)[CH2:18][CH2:17]2)=[CH:13][CH:14]=1)=[O:5])[CH3:2], predict the reactants needed to synthesize it. (2) Given the product [F:4][CH2:5][CH:6]([O:9][C:10]1[CH:11]=[C:12]([O:25][C:26]2[N:27]=[CH:28][C:29]([C:32]([OH:34])=[O:33])=[N:30][CH:31]=2)[CH:13]=[C:14]([C:16]([NH:18][C:19]2[CH:23]=[CH:22][N:21]([CH3:24])[N:20]=2)=[O:17])[CH:15]=1)[CH2:7][F:8], predict the reactants needed to synthesize it. The reactants are: O.[OH-].[Li+].[F:4][CH2:5][CH:6]([O:9][C:10]1[CH:11]=[C:12]([O:25][C:26]2[N:27]=[CH:28][C:29]([C:32]([O:34]C)=[O:33])=[N:30][CH:31]=2)[CH:13]=[C:14]([C:16]([NH:18][C:19]2[CH:23]=[CH:22][N:21]([CH3:24])[N:20]=2)=[O:17])[CH:15]=1)[CH2:7][F:8].